From a dataset of Full USPTO retrosynthesis dataset with 1.9M reactions from patents (1976-2016). Predict the reactants needed to synthesize the given product. (1) Given the product [OH:3][CH2:2][C:1]([NH:7][C:8]1[CH:13]=[CH:12][C:11]([CH3:14])=[CH:10][N:9]=1)=[O:5], predict the reactants needed to synthesize it. The reactants are: [C:1]([O:5]C)(=O)[CH2:2][OH:3].[NH2:7][C:8]1[CH:13]=[CH:12][C:11]([CH3:14])=[CH:10][N:9]=1. (2) Given the product [CH3:1][C:2]1([CH3:19])[C:10]2[C:5](=[CH:6][C:7]([N+:15]([O-:17])=[O:16])=[C:8]([NH:11][C:12](=[O:14])[CH3:13])[CH:9]=2)[N:4]([C:28]2[CH:29]=[CH:30][CH:31]=[CH:32][CH:37]=2)[C:3]1=[O:18], predict the reactants needed to synthesize it. The reactants are: [CH3:1][C:2]1([CH3:19])[C:10]2[C:5](=[CH:6][C:7]([N+:15]([O-:17])=[O:16])=[C:8]([NH:11][C:12](=[O:14])[CH3:13])[CH:9]=2)[NH:4][C:3]1=[O:18].CCN(CC)CC.C[C:28]1([CH3:37])N([O])[C:32](C)(C)[CH2:31][CH2:30][CH2:29]1.CO. (3) Given the product [Cl:25][C:18]1[CH:19]=[C:20]([CH3:24])[CH:21]=[C:22]([CH3:23])[C:17]=1[N:12]1[CH2:13][CH2:14][CH2:15][C:16]2=[C:8]([NH2:7])[N:9]([CH3:26])[N:10]=[C:11]12, predict the reactants needed to synthesize it. The reactants are: C(OC(=O)[NH:7][C:8]1[N:9]([CH3:26])[N:10]=[C:11]2[C:16]=1[CH2:15][CH2:14][CH2:13][N:12]2[C:17]1[C:22]([CH3:23])=[CH:21][C:20]([CH3:24])=[CH:19][C:18]=1[Cl:25])(C)(C)C.FC(F)(F)C(O)=O. (4) Given the product [F:48][C:46]([F:47])([F:49])[C:38]1[CH:37]=[C:36]([CH:41]=[C:40]([C:42]([F:45])([F:44])[F:43])[CH:39]=1)[CH2:35][N:22]([C:23]1[N:28]=[CH:27][C:26]([C:29]2[CH:30]=[N:31][N:32]([CH3:34])[CH:33]=2)=[CH:25][N:24]=1)[C@@H:20]1[CH2:21][N:17]([C:6]2[C:5]([CH2:3][OH:2])=[CH:10][N:9]=[C:8]([N:11]3[CH2:12][CH2:13][CH2:14][CH2:15][CH2:16]3)[N:7]=2)[C@H:18]([CH2:50][CH3:51])[CH2:19]1, predict the reactants needed to synthesize it. The reactants are: C[O:2][C:3]([C:5]1[C:6]([N:17]2[CH2:21][C@@H:20]([N:22]([CH2:35][C:36]3[CH:41]=[C:40]([C:42]([F:45])([F:44])[F:43])[CH:39]=[C:38]([C:46]([F:49])([F:48])[F:47])[CH:37]=3)[C:23]3[N:28]=[CH:27][C:26]([C:29]4[CH:30]=[N:31][N:32]([CH3:34])[CH:33]=4)=[CH:25][N:24]=3)[CH2:19][C@H:18]2[CH2:50][CH3:51])=[N:7][C:8]([N:11]2[CH2:16][CH2:15][CH2:14][CH2:13][CH2:12]2)=[N:9][CH:10]=1)=O.[H-].[H-].[H-].[H-].[Li+].[Al+3]. (5) The reactants are: [C:1]([CH2:3][C:4]([O:6][CH2:7][CH3:8])=[O:5])#[N:2].[CH2:9]([OH:11])[CH3:10]. Given the product [CH2:9]([O:11][C:1](=[NH:2])[CH2:3][C:4]([O:6][CH2:7][CH3:8])=[O:5])[CH3:10], predict the reactants needed to synthesize it.